Dataset: Catalyst prediction with 721,799 reactions and 888 catalyst types from USPTO. Task: Predict which catalyst facilitates the given reaction. (1) Reactant: C([O:3][C:4](=[O:37])[C:5]([O:8][C:9]1[CH:14]=[CH:13][C:12]([O:15][CH2:16][CH2:17][C:18]2[N:19]=[C:20]([C:24]3[CH:29]=[CH:28][C:27]([C:30]4[C:31]([CH3:36])=[N:32][O:33][C:34]=4[CH3:35])=[CH:26][CH:25]=3)[O:21][C:22]=2[CH3:23])=[CH:11][CH:10]=1)([CH3:7])[CH3:6])C.[OH-].[Na+].C(OCC)(=O)C. Product: [CH3:36][C:31]1[C:30]([C:27]2[CH:26]=[CH:25][C:24]([C:20]3[O:21][C:22]([CH3:23])=[C:18]([CH2:17][CH2:16][O:15][C:12]4[CH:11]=[CH:10][C:9]([O:8][C:5]([CH3:7])([CH3:6])[C:4]([OH:37])=[O:3])=[CH:14][CH:13]=4)[N:19]=3)=[CH:29][CH:28]=2)=[C:34]([CH3:35])[O:33][N:32]=1. The catalyst class is: 353. (2) Reactant: Cl.Cl.C(O[C:6]([C:8]1[CH:9]=[C:10]2[C:14](=[CH:15][CH:16]=1)[NH:13][N:12]=[C:11]2[C:17]1[CH:26]=[CH:25][C:24]2[C:19](=[CH:20][CH:21]=[C:22]([O:27][CH2:28][CH2:29][N:30]3[CH:34]([CH3:35])[CH2:33][CH2:32][CH:31]3[CH3:36])[CH:23]=2)[CH:18]=1)=[NH:7])C.[CH3:37][CH:38]([CH3:44])[CH2:39][C:40]([NH:42][NH2:43])=O.C(N(CC)CC)C. Product: [CH3:35][CH:34]1[CH2:33][CH2:32][CH:31]([CH3:36])[N:30]1[CH2:29][CH2:28][O:27][C:22]1[CH:23]=[C:24]2[C:19](=[CH:20][CH:21]=1)[CH:18]=[C:17]([C:11]1[C:10]3[C:14](=[CH:15][CH:16]=[C:8]([C:6]4[NH:43][N:42]=[C:40]([CH2:39][CH:38]([CH3:44])[CH3:37])[N:7]=4)[CH:9]=3)[NH:13][N:12]=1)[CH:26]=[CH:25]2. The catalyst class is: 5. (3) Reactant: ClCC([NH:5][C:6]([CH3:16])([CH3:15])[CH2:7][C:8]1[CH:13]=[CH:12][C:11]([Cl:14])=[CH:10][CH:9]=1)=O.Cl.C(=O)(O)[O-].[Na+]. Product: [Cl:14][C:11]1[CH:10]=[CH:9][C:8]([CH2:7][C:6]([CH3:16])([NH2:5])[CH3:15])=[CH:13][CH:12]=1. The catalyst class is: 12. (4) Reactant: [C:1]([O:5][C:6]([NH:8][C@@H:9]([CH3:13])[C:10]([OH:12])=O)=[O:7])([CH3:4])([CH3:3])[CH3:2].[CH3:14][O:15][C:16](=[O:25])[CH:17]([NH2:24])[C:18]1[CH:23]=[CH:22][CH:21]=[CH:20][N:19]=1.CN(C(ON1N=NC2C=CC=NC1=2)=[N+](C)C)C.F[P-](F)(F)(F)(F)F.CCN(CC)CC. Product: [CH3:14][O:15][C:16](=[O:25])[CH:17]([NH:24][C:10](=[O:12])[C@@H:9]([NH:8][C:6]([O:5][C:1]([CH3:2])([CH3:3])[CH3:4])=[O:7])[CH3:13])[C:18]1[CH:23]=[CH:22][CH:21]=[CH:20][N:19]=1. The catalyst class is: 3. (5) Reactant: [CH2:1]([O:8][C:9](=[O:15])[NH:10][CH2:11][CH2:12][CH2:13][OH:14])[C:2]1[CH:7]=[CH:6][CH:5]=[CH:4][CH:3]=1.CC1(C)N([O])C(C)(C)CCC1.C(OI(C1C=CC=CC=1)OC(=O)C)(=O)C. Product: [CH2:1]([O:8][C:9](=[O:15])[NH:10][CH2:11][CH2:12][CH:13]=[O:14])[C:2]1[CH:7]=[CH:6][CH:5]=[CH:4][CH:3]=1. The catalyst class is: 2. (6) Reactant: [Br:1][C:2]1[CH:7]=[CH:6][C:5]([C:8]2[CH2:9][CH2:10][CH2:11][N:12]=2)=[CH:4][CH:3]=1.[F:13][C:14]([F:20])([F:19])S(O)(=O)=O.F.[K].C[Si](C)(C)C(F)(F)F.C([O-])(O)=O.[Na+]. Product: [Br:1][C:2]1[CH:3]=[CH:4][C:5]([C@@:8]2([C:14]([F:20])([F:19])[F:13])[CH2:9][CH2:10][CH2:11][NH:12]2)=[CH:6][CH:7]=1. The catalyst class is: 10. (7) Reactant: [C:1]([C:3]1[CH:4]=[C:5]([CH:7]=[CH:8][CH:9]=1)[NH2:6])#[CH:2].C(N(CC)CC)C.[CH:17]([O:20][C:21]([C:23]([Cl:28])([Cl:27])[C:24](Cl)=[O:25])=[O:22])([CH3:19])[CH3:18]. Product: [CH:17]([O:20][C:21]([C:23]([Cl:27])([Cl:28])[C:24]([NH:6][C:5]1[CH:7]=[CH:8][CH:9]=[C:3]([C:1]#[CH:2])[CH:4]=1)=[O:25])=[O:22])([CH3:19])[CH3:18]. The catalyst class is: 2. (8) Reactant: [Br:1][C:2]1[CH:7]=[CH:6][C:5]([N:8]2[CH:12]=[CH:11][N:10]=[CH:9]2)=[C:4]([N+:13]([O-])=O)[CH:3]=1.[Sn](Cl)(Cl)(Cl)Cl. Product: [Br:1][C:2]1[CH:7]=[CH:6][C:5]([N:8]2[CH:12]=[CH:11][N:10]=[CH:9]2)=[C:4]([NH2:13])[CH:3]=1. The catalyst class is: 8.